This data is from Catalyst prediction with 721,799 reactions and 888 catalyst types from USPTO. The task is: Predict which catalyst facilitates the given reaction. (1) Reactant: [CH3:1][S:2][C:3]1[N:4]=[CH:5][C:6]2[C:15](=[O:16])[N:14]([C:17]3[CH:18]=[C:19]([C:23]4[O:27][C:26](=[O:28])[N:25]([CH2:29][C:30](O)=[O:31])[N:24]=4)[CH:20]=[CH:21][CH:22]=3)[CH2:13][C@H:12]3[N:8]([CH2:9][CH2:10][CH2:11]3)[C:7]=2[N:33]=1.ON1C2C=CC=CC=2N=N1.[CH2:44]([N:46]=[C:47]=NCCCN(C)C)C.CNC.C1COCC1. Product: [CH3:44][N:46]([CH3:47])[C:30](=[O:31])[CH2:29][N:25]1[N:24]=[C:23]([C:19]2[CH:20]=[CH:21][CH:22]=[C:17]([N:14]3[CH2:13][C@H:12]4[N:8]([CH2:9][CH2:10][CH2:11]4)[C:7]4[N:33]=[C:3]([S:2][CH3:1])[N:4]=[CH:5][C:6]=4[C:15]3=[O:16])[CH:18]=2)[O:27][C:26]1=[O:28]. The catalyst class is: 526. (2) Reactant: [C:1]([O:5][C:6]([NH:8][C@H:9]([CH2:18]I)[CH2:10][C:11]([O:13][C:14]([CH3:17])([CH3:16])[CH3:15])=[O:12])=[O:7])([CH3:4])([CH3:3])[CH3:2].Br[C:21]1[CH:22]=[C:23]([CH2:30][OH:31])[CH:24]=[CH:25][C:26]=1[N+:27]([O-:29])=[O:28].C1(C)C=CC=CC=1P(C1C=CC=CC=1C)C1C=CC=CC=1C. Product: [C:1]([O:5][C:6]([NH:8][C@H:9]([CH2:18][C:21]1[CH:22]=[C:23]([CH2:30][OH:31])[CH:24]=[CH:25][C:26]=1[N+:27]([O-:29])=[O:28])[CH2:10][C:11]([O:13][C:14]([CH3:17])([CH3:16])[CH3:15])=[O:12])=[O:7])([CH3:4])([CH3:3])[CH3:2]. The catalyst class is: 401. (3) Reactant: FC(F)(F)C([N:5]1[CH2:13][C:12]2[C:7](=[CH:8][CH:9]=[C:10]([N+:14]([O-:16])=[O:15])[CH:11]=2)[CH2:6]1)=O.C([O-])([O-])=O.[K+].[K+]. Product: [N+:14]([C:10]1[CH:11]=[C:12]2[C:7](=[CH:8][CH:9]=1)[CH2:6][NH:5][CH2:13]2)([O-:16])=[O:15]. The catalyst class is: 24.